From a dataset of Forward reaction prediction with 1.9M reactions from USPTO patents (1976-2016). Predict the product of the given reaction. (1) Given the reactants [Br:1][C:2]1[N:6]([CH3:7])[N:5]=[CH:4][C:3]=1[C:8]1[N:9]=[C:10]([CH3:18])[N:11]2[C:16]=1[C:15](=O)[NH:14][CH:13]=[N:12]2.P(Cl)(Cl)(Cl)=O.C([N:27]([CH2:31][CH3:32])[CH:28](C)C)(C)C.P([O-])([O-])([O-])=O.[K+].[K+].[K+].N1CCC1.C(=O)(O)[O-].[Na+], predict the reaction product. The product is: [N:27]1([C:15]2[C:16]3=[C:8]([C:3]4[CH:4]=[N:5][N:6]([CH3:7])[C:2]=4[Br:1])[N:9]=[C:10]([CH3:18])[N:11]3[N:12]=[CH:13][N:14]=2)[CH2:28][CH2:32][CH2:31]1. (2) Given the reactants [C:1]([O:5][C:6]([N:8]1[S:13](=[O:15])(=[O:14])[N:12]([CH2:16][C:17]([OH:19])=O)[CH2:11][CH2:10][CH2:9]1)=[O:7])([CH3:4])([CH3:3])[CH3:2].Cl.[CH:21]12[CH2:30][CH:25]3[CH2:26][CH:27]([CH2:29][CH:23]([CH2:24]3)[CH:22]1[NH2:31])[CH2:28]2.CCN=C=NCCCN(C)C, predict the reaction product. The product is: [CH:21]12[CH2:30][CH:25]3[CH2:26][CH:27]([CH2:29][CH:23]([CH2:24]3)[CH:22]1[NH:31][C:17](=[O:19])[CH2:16][N:12]1[S:13](=[O:14])(=[O:15])[N:8]([C:6]([O:5][C:1]([CH3:2])([CH3:3])[CH3:4])=[O:7])[CH2:9][CH2:10][CH2:11]1)[CH2:28]2. (3) Given the reactants [CH2:1]([O:3][C:4](=[O:23])[CH2:5][CH:6]([N:10]1[C:14]2[CH:15]=[CH:16][CH:17]=[CH:18][C:13]=2[N:12](C(C)=C)[C:11]1=[O:22])[CH2:7][CH2:8][CH3:9])[CH3:2].Cl, predict the reaction product. The product is: [CH2:1]([O:3][C:4](=[O:23])[CH2:5][CH:6]([N:10]1[C:14]2[CH:15]=[CH:16][CH:17]=[CH:18][C:13]=2[NH:12][C:11]1=[O:22])[CH2:7][CH2:8][CH3:9])[CH3:2]. (4) Given the reactants [Br:1]N1C(=O)CCC1=O.[N:9]1[CH:14]=[CH:13][CH:12]=[CH:11][C:10]=1[N:15]1[C:27]2[CH:26]=[CH:25][CH:24]=[CH:23][C:22]=2[C:21]2[C:16]1=[CH:17][CH:18]=[CH:19][CH:20]=2, predict the reaction product. The product is: [Br:1][C:24]1[CH:25]=[CH:26][C:27]2[N:15]([C:10]3[CH:11]=[CH:12][CH:13]=[CH:14][N:9]=3)[C:16]3[C:21]([C:22]=2[CH:23]=1)=[CH:20][CH:19]=[CH:18][CH:17]=3.